From a dataset of Full USPTO retrosynthesis dataset with 1.9M reactions from patents (1976-2016). Predict the reactants needed to synthesize the given product. Given the product [F:1][C:2]1[CH:7]=[C:6]([F:8])[CH:5]=[CH:4][C:3]=1[C@@:9]([NH:20][S@@:21]([C:23]([CH3:26])([CH3:25])[CH3:24])=[O:22])([CH2:11][C@@H:12]([OH:13])[C:14]1[N:18]([CH3:19])[N:17]=[CH:16][CH:15]=1)[CH3:10], predict the reactants needed to synthesize it. The reactants are: [F:1][C:2]1[CH:7]=[C:6]([F:8])[CH:5]=[CH:4][C:3]=1[C@@:9]([NH:20][S@@:21]([C:23]([CH3:26])([CH3:25])[CH3:24])=[O:22])([CH2:11][C:12]([C:14]1[N:18]([CH3:19])[N:17]=[CH:16][CH:15]=1)=[O:13])[CH3:10].[H-].C(O[Al](OC(C)(C)C)OC(C)(C)C)(C)(C)C.[Li+].O.O.O.O.O.O.O.O.O.O.S([O-])([O-])(=O)=O.[Na+].[Na+].S([O-])([O-])(=O)=O.[Mg+2].